From a dataset of NCI-60 drug combinations with 297,098 pairs across 59 cell lines. Regression. Given two drug SMILES strings and cell line genomic features, predict the synergy score measuring deviation from expected non-interaction effect. (1) Drug 1: CN(C)N=NC1=C(NC=N1)C(=O)N. Drug 2: CC1=C(C=C(C=C1)NC(=O)C2=CC=C(C=C2)CN3CCN(CC3)C)NC4=NC=CC(=N4)C5=CN=CC=C5. Cell line: SN12C. Synergy scores: CSS=0.177, Synergy_ZIP=8.17, Synergy_Bliss=5.94, Synergy_Loewe=-1.25, Synergy_HSA=-0.575. (2) Drug 1: CC1=CC=C(C=C1)C2=CC(=NN2C3=CC=C(C=C3)S(=O)(=O)N)C(F)(F)F. Drug 2: CN(C(=O)NC(C=O)C(C(C(CO)O)O)O)N=O. Cell line: HT29. Synergy scores: CSS=-1.33, Synergy_ZIP=-0.0844, Synergy_Bliss=0.803, Synergy_Loewe=-0.731, Synergy_HSA=-0.684. (3) Drug 1: CC1=C(C=C(C=C1)NC2=NC=CC(=N2)N(C)C3=CC4=NN(C(=C4C=C3)C)C)S(=O)(=O)N.Cl. Drug 2: C1=CC(=CC=C1CCC2=CNC3=C2C(=O)NC(=N3)N)C(=O)NC(CCC(=O)O)C(=O)O. Synergy scores: CSS=22.5, Synergy_ZIP=0.855, Synergy_Bliss=1.82, Synergy_Loewe=-11.4, Synergy_HSA=2.61. Cell line: 786-0. (4) Drug 1: CN(CCCl)CCCl.Cl. Drug 2: N.N.Cl[Pt+2]Cl. Cell line: A549. Synergy scores: CSS=65.6, Synergy_ZIP=-3.54, Synergy_Bliss=-3.25, Synergy_Loewe=-1.55, Synergy_HSA=3.19. (5) Drug 1: C1=NC2=C(N1)C(=S)N=C(N2)N. Drug 2: C1=CC=C(C(=C1)C(C2=CC=C(C=C2)Cl)C(Cl)Cl)Cl. Cell line: MOLT-4. Synergy scores: CSS=68.7, Synergy_ZIP=11.3, Synergy_Bliss=11.5, Synergy_Loewe=-16.4, Synergy_HSA=11.7. (6) Drug 1: COC1=CC(=CC(=C1O)OC)C2C3C(COC3=O)C(C4=CC5=C(C=C24)OCO5)OC6C(C(C7C(O6)COC(O7)C8=CC=CS8)O)O. Drug 2: N.N.Cl[Pt+2]Cl. Cell line: K-562. Synergy scores: CSS=42.7, Synergy_ZIP=-5.60, Synergy_Bliss=-9.98, Synergy_Loewe=-10.8, Synergy_HSA=-8.79. (7) Drug 1: C1CC(C1)(C(=O)O)C(=O)O.[NH2-].[NH2-].[Pt+2]. Drug 2: C(=O)(N)NO. Cell line: CAKI-1. Synergy scores: CSS=2.30, Synergy_ZIP=0.850, Synergy_Bliss=4.28, Synergy_Loewe=0.529, Synergy_HSA=0.815.